From a dataset of Experimentally validated miRNA-target interactions with 360,000+ pairs, plus equal number of negative samples. Binary Classification. Given a miRNA mature sequence and a target amino acid sequence, predict their likelihood of interaction. (1) The miRNA is mmu-miR-212-3p with sequence UAACAGUCUCCAGUCACGGCCA. The protein sequence of the target gene is MEPELAAQKQPRPRRRSRRASGLSTEGATGPSADTSGSELDGRCSLRRGSSFTFLTPGPNWDFTLKRKRREKDDDVVSLSSLDLKEPSNKRVRPLARVTSLANLISPVRNGAVRRFGQTIQSFTLRGDHRSPASAQKFSSRSTVPTPAKRRSSALWSEMLDITMKESLTTREIRRQEAIYEMSRGEQDLIEDLKLARKAYHDPMLKLSIMSEEELTHIFGDLDSYIPLHEDLLTRIGEATKPDGTVEQIGHILVSWLPRLNAYRGYCSNQLAAKALLDQKKQDPRVQDFLQRCLESPFSR.... Result: 0 (no interaction). (2) The protein sequence of the target gene is MGKISSLPTQLFKCCFCDFLKVKMHTMSSSHLFYLALCLLTFTSSATAGPETLCGAELVDALQFVCGDRGFYFNKPTGYGSSSRRAPQTGIVDECCFRSCDLRRLEMYCAPLKPAKSARSVRAQRHTDMPKTQKYQPPSTNKNTKSQRRKGWPKTHPGGEQKEGTEASLQIRGKKKEQRREIGSRNAECRGKKGK. Result: 1 (interaction). The miRNA is hsa-miR-1273h-5p with sequence CUGGGAGGUCAAGGCUGCAGU. (3) The miRNA is cel-miR-38-3p with sequence UCACCGGGAGAAAAACUGGAGU. The protein sequence of the target gene is MLALISRLLDWFRSLFWKEEMELTLVGLQYSGKTTFVNVIASGQFSEDMIPTVGFNMRKVTKGNVTIKIWDIGGQPRFRSMWERYCRGVNAIVYMIDAADREKIEASRNELHNLLDKPQLQGIPVLVLGNKRDLPNALDEKQLIEKMNLSAIQDREICCYSISCKEKDNIDITLQWLIQHSKSRRS. Result: 0 (no interaction). (4) The miRNA is hsa-miR-302c-3p with sequence UAAGUGCUUCCAUGUUUCAGUGG. The protein sequence of the target gene is MLHEEAAQKRKGKEPGMALPQGRLTFRDVAIEFSLAEWKFLNPAQRALYREVMLENYRNLEAVDISSKRMMKEVLSTGQGNTEVIHTGMLQRHESYHTGDFCFQEIEKDIHDFEFQSQKDERNGHEASMPKIKELMGSTDRHDQRHAGNKPIKDQLGLSFHLHLPELHIFQPEEKIANQVEKSVNDASSISTSQRISCRPETHTPNNYGNNFFHSSLLTQKQEVHMREKSFQCNETGEAFNCSSFVRKHQIIHLGEKQYKFDICGKVFNEKRYLARHRRCHTSEKPYKCNECGKSFSYKS.... Result: 1 (interaction).